Dataset: Full USPTO retrosynthesis dataset with 1.9M reactions from patents (1976-2016). Task: Predict the reactants needed to synthesize the given product. (1) Given the product [Br:1][C:2]1[CH:3]=[C:4]([CH:9]=[C:10]([C:12]#[N:13])[CH:11]=1)[C:5]([O:7][CH3:8])=[O:6], predict the reactants needed to synthesize it. The reactants are: [Br:1][C:2]1[CH:3]=[C:4]([CH:9]=[C:10]([C:12](=O)[NH2:13])[CH:11]=1)[C:5]([O:7][CH3:8])=[O:6]. (2) The reactants are: [Cl:1][C:2]1[CH:7]=[C:6]([CH3:8])[C:5]([CH2:9][C:10]#[N:11])=[C:4]([CH3:12])[CH:3]=1.[Na].Cl.[CH3:15][CH2:16][O:17]C(C)=O. Given the product [Cl:1][C:2]1[CH:3]=[C:4]([CH3:12])[C:5]([CH:9]([C:16](=[O:17])[CH3:15])[C:10]#[N:11])=[C:6]([CH3:8])[CH:7]=1, predict the reactants needed to synthesize it. (3) Given the product [O:49]=[C:50]1[C:59]2[C:54](=[CH:55][CH:56]=[C:57]([C:60]3[CH:61]=[C:62]([NH:66][C:22]([C:17]4[C:18](=[O:21])[O:19][C:20]5[C:15]([CH:16]=4)=[CH:14][CH:13]=[CH:12][C:11]=5[OH:10])=[O:24])[CH:63]=[CH:64][CH:65]=3)[CH:58]=2)[O:53][CH:52]=[CH:51]1, predict the reactants needed to synthesize it. The reactants are: CCN(C(C)C)C(C)C.[OH:10][C:11]1[CH:12]=[CH:13][CH:14]=[C:15]2[C:20]=1[O:19][C:18](=[O:21])[C:17]([C:22]([OH:24])=O)=[CH:16]2.CN(C(ON1N=NC2C=CC=NC1=2)=[N+](C)C)C.F[P-](F)(F)(F)(F)F.[O:49]=[C:50]1[C:59]2[C:54](=[CH:55][CH:56]=[C:57]([C:60]3[CH:61]=[C:62]([NH2:66])[CH:63]=[CH:64][CH:65]=3)[CH:58]=2)[O:53][CH:52]=[CH:51]1. (4) Given the product [N:8]1([C:5]2[N:4]=[N:3][C:2]([N:13]3[CH2:18][CH2:17][C:16]4([C:22]5[CH:23]=[CH:24][CH:25]=[CH:26][C:21]=5[O:20][CH2:19]4)[CH2:15][CH2:14]3)=[CH:7][CH:6]=2)[CH:12]=[CH:11][N:10]=[CH:9]1, predict the reactants needed to synthesize it. The reactants are: Cl[C:2]1[N:3]=[N:4][C:5]([N:8]2[CH:12]=[CH:11][N:10]=[CH:9]2)=[CH:6][CH:7]=1.[NH:13]1[CH2:18][CH2:17][C:16]2([C:22]3[CH:23]=[CH:24][CH:25]=[CH:26][C:21]=3[O:20][CH2:19]2)[CH2:15][CH2:14]1.C(N(CC)CC)C.O. (5) Given the product [C@@H:18]12[CH2:24][C@@H:21]([CH:22]=[CH:23]1)[CH2:20][C@H:19]2[CH2:25][CH2:26][NH:27][C:15]([C:4]1[C:3]2[C:7](=[CH:8][CH:9]=[CH:10][C:2]=2[Cl:1])[N:6]([CH:11]2[CH2:12][O:13][CH2:14]2)[CH:5]=1)=[O:17], predict the reactants needed to synthesize it. The reactants are: [Cl:1][C:2]1[CH:10]=[CH:9][CH:8]=[C:7]2[C:3]=1[C:4]([C:15]([OH:17])=O)=[CH:5][N:6]2[CH:11]1[CH2:14][O:13][CH2:12]1.[C@@H:18]12[CH2:24][C@@H:21]([CH:22]=[CH:23]1)[CH2:20][C@H:19]2[CH2:25][CH2:26][NH2:27]. (6) The reactants are: [C:1]1([C:16]2[CH:21]=[CH:20][CH:19]=[CH:18][CH:17]=2)[CH:6]=[CH:5][C:4]([CH:7]([S:12]([NH2:15])(=[O:14])=[O:13])[C:8]([OH:11])([CH3:10])[CH3:9])=[CH:3][CH:2]=1.[CH2:22]([O:24][C:25](OCC)(OCC)OCC)[CH3:23]. Given the product [C:1]1([C:16]2[CH:17]=[CH:18][CH:19]=[CH:20][CH:21]=2)[CH:2]=[CH:3][C:4]([CH:7]2[C:8]([CH3:9])([CH3:10])[O:11][C:25]([O:24][CH2:22][CH3:23])=[N:15][S:12]2(=[O:13])=[O:14])=[CH:5][CH:6]=1, predict the reactants needed to synthesize it. (7) Given the product [CH2:1]([O:7][CH2:10][C:11]1[CH:16]=[CH:15][CH:14]=[CH:13][CH:12]=1)[C:2]1[CH:20]=[CH:6][CH:5]=[CH:4][CH:3]=1, predict the reactants needed to synthesize it. The reactants are: [CH2:1]([OH:7])[CH2:2][CH2:3][CH2:4][CH:5]=[CH2:6].[H-].[Na+].[CH2:10](O)[C:11]1[CH:16]=[CH:15][CH:14]=[CH:13][CH:12]=1.[Cl-].[NH4+].[CH3:20]N(C)C=O. (8) The reactants are: [C:1]([C:3]1[CH:8]=[CH:7][CH:6]=[CH:5][C:4]=1[OH:9])#[N:2].C(NC(C)C)(C)C.C1C(=O)N([Br:24])C(=O)C1.C([O-])([O-])=O.[K+].[K+].CI. Given the product [Br:24][C:5]1[C:4]([OH:9])=[C:3]([CH:8]=[CH:7][CH:6]=1)[C:1]#[N:2], predict the reactants needed to synthesize it.